This data is from CYP2C9 inhibition data for predicting drug metabolism from PubChem BioAssay. The task is: Regression/Classification. Given a drug SMILES string, predict its absorption, distribution, metabolism, or excretion properties. Task type varies by dataset: regression for continuous measurements (e.g., permeability, clearance, half-life) or binary classification for categorical outcomes (e.g., BBB penetration, CYP inhibition). Dataset: cyp2c9_veith. (1) The molecule is C/C(=N\N=C1\NC(=O)CC(C(=O)O)S1)c1cccs1. The result is 0 (non-inhibitor). (2) The compound is CN1CCC2(CC1)CCN(C(=O)c1ccco1)CC2. The result is 0 (non-inhibitor).